This data is from Full USPTO retrosynthesis dataset with 1.9M reactions from patents (1976-2016). The task is: Predict the reactants needed to synthesize the given product. (1) The reactants are: [Cl:1][C:2]1[CH:3]=[C:4]2[NH:11][C:10]([O:12][C@H:13]3[C@H:17]4[O:18][CH2:19][C@@H:20]([OH:21])[C@H:16]4[O:15][CH2:14]3)=[N:9][C:5]2=[N:6][C:7]=1I.[Li+].[OH-].N#N.[CH3:26][C:27]1([C:33]2[CH:38]=[CH:37][C:36](B3OC(C)(C)C(C)(C)O3)=[CH:35][CH:34]=2)[CH2:30][S:29](=[O:32])(=[O:31])[CH2:28]1. Given the product [Cl:1][C:2]1[CH:3]=[C:4]2[NH:11][C:10]([O:12][C@@H:13]3[CH2:14][O:15][C@@H:16]4[C@H:20]([OH:21])[CH2:19][O:18][C@H:17]34)=[N:9][C:5]2=[N:6][C:7]=1[C:36]1[CH:35]=[CH:34][C:33]([C:27]2([CH3:26])[CH2:28][S:29](=[O:32])(=[O:31])[CH2:30]2)=[CH:38][CH:37]=1, predict the reactants needed to synthesize it. (2) Given the product [CH3:1][O:2][C:3]1[CH:4]=[CH:5][C:6]([C:9]2([CH3:15])[CH2:14][CH2:13][O:12][CH2:11][CH2:10]2)=[CH:7][C:8]=1[CH:16]=[O:17], predict the reactants needed to synthesize it. The reactants are: [CH3:1][O:2][C:3]1[CH:8]=[CH:7][C:6]([C:9]2([CH3:15])[CH2:14][CH2:13][O:12][CH2:11][CH2:10]2)=[CH:5][CH:4]=1.[CH3:16][O:17]C(Cl)Cl.Cl. (3) Given the product [N+:15]([C:18]1[CH:19]=[CH:20][C:21]([O:24][CH:45]2[CH2:48][CH:47]([C:49]([O:51][CH2:52][CH2:53][C:54]3[CH:59]=[CH:58][CH:57]=[CH:56][CH:55]=3)=[O:50])[CH2:46]2)=[N:22][CH:23]=1)([O-:17])=[O:16], predict the reactants needed to synthesize it. The reactants are: N(C(OC(C)C)=O)=NC(OC(C)C)=O.[N+:15]([C:18]1[CH:19]=[CH:20][C:21]([OH:24])=[N:22][CH:23]=1)([O-:17])=[O:16].C1(P(C2C=CC=CC=2)C2C=CC=CC=2)C=CC=CC=1.O[CH:45]1[CH2:48][CH:47]([C:49]([O:51][CH2:52][CH2:53][C:54]2[CH:59]=[CH:58][CH:57]=[CH:56][CH:55]=2)=[O:50])[CH2:46]1. (4) Given the product [Cl:1][C:2]1[CH:7]=[C:6]([C:8]2[CH:9]=[CH:10][C:11]([Cl:14])=[CH:12][CH:13]=2)[CH:5]=[C:4]([O:15][CH3:16])[C:3]=1[CH:17]1[C:18](=[O:27])[CH:19]([CH2:24][C:25]#[CH:26])[CH2:20][C:21]1=[O:22], predict the reactants needed to synthesize it. The reactants are: [Cl:1][C:2]1[CH:7]=[C:6]([C:8]2[CH:13]=[CH:12][C:11]([Cl:14])=[CH:10][CH:9]=2)[CH:5]=[C:4]([O:15][CH3:16])[C:3]=1[C:17]1[C:18](=[O:27])[CH:19]([CH2:24][C:25]#[CH:26])[CH2:20][C:21]=1[O:22]C.ClCCl. (5) Given the product [OH:7][CH:8]([C:10]1[CH:11]=[CH:12][CH:13]=[CH:14][CH:15]=1)[CH2:9][C:4]1[C:5](=[O:6])[N:18]2[C:17]([NH:16][C:20]3[CH:21]=[CH:22][CH:23]=[CH:24][C:19]=32)=[C:25]([C:26]#[N:27])[C:1]=1[CH3:2], predict the reactants needed to synthesize it. The reactants are: [C:1]([CH:4]1[CH2:9][CH:8]([C:10]2[CH:15]=[CH:14][CH:13]=[CH:12][CH:11]=2)[O:7][C:5]1=[O:6])(=O)[CH3:2].[N:16]1[C:20]2[CH:21]=[CH:22][CH:23]=[CH:24][C:19]=2[NH:18][C:17]=1[CH2:25][C:26]#[N:27].C([O-])(=O)C.[NH4+].